Task: Predict the product of the given reaction.. Dataset: Forward reaction prediction with 1.9M reactions from USPTO patents (1976-2016) (1) Given the reactants [CH3:1][N:2]1[C:6]([C:7]2[CH:8]=[C:9]([C:14]3[CH:19]=[CH:18][CH:17]=[CH:16][CH:15]=3)[CH:10]=[CH:11][C:12]=2[OH:13])=[CH:5][CH:4]=[N:3]1.C(=O)([O-])[O-].[K+].[K+].[F:26][C:27]1[CH:28]=[C:29]([N+:34]([O-:36])=[O:35])[CH:30]=[CH:31][C:32]=1F, predict the reaction product. The product is: [F:26][C:27]1[CH:28]=[C:29]([N+:34]([O-:36])=[O:35])[CH:30]=[CH:31][C:32]=1[O:13][C:12]1[CH:11]=[CH:10][C:9]([C:14]2[CH:15]=[CH:16][CH:17]=[CH:18][CH:19]=2)=[CH:8][C:7]=1[C:6]1[N:2]([CH3:1])[N:3]=[CH:4][CH:5]=1. (2) Given the reactants [CH2:1]([O:5][CH2:6][CH2:7][O:8][C:9]1[CH:14]=[CH:13][C:12]([C:15]2[CH:16]=[CH:17][C:18]3[N:24]4[CH2:25][CH2:26][CH2:27][CH:23]4[CH2:22][C:21]([C:28]([O:30]C)=[O:29])=[CH:20][C:19]=3[CH:32]=2)=[CH:11][CH:10]=1)[CH2:2][CH2:3][CH3:4].C(O)(=O)C.[OH-].[Na+].Cl, predict the reaction product. The product is: [CH2:1]([O:5][CH2:6][CH2:7][O:8][C:9]1[CH:14]=[CH:13][C:12]([C:15]2[CH:16]=[CH:17][C:18]3[N:24]4[CH2:25][CH2:26][CH2:27][CH:23]4[CH2:22][C:21]([C:28]([OH:30])=[O:29])=[CH:20][C:19]=3[CH:32]=2)=[CH:11][CH:10]=1)[CH2:2][CH2:3][CH3:4]. (3) Given the reactants ClC1C=CC([C@@H]2CCN(C(OC(C)(C)C)=O)C[C@H]2C(OC)=O)=CC=1.[F:25][C:26]1[CH:31]=[CH:30][C:29]([C@@H:32]2[CH2:37][C:36](=[O:38])[N:35]([CH2:39][C:40]3[CH:45]=[CH:44][C:43]([O:46][CH3:47])=[CH:42][CH:41]=3)[CH2:34][C@H:33]2[C:48](OC)=[O:49])=[CH:28][CH:27]=1, predict the reaction product. The product is: [F:25][C:26]1[CH:27]=[CH:28][C:29]([C@H:32]2[C@H:33]([CH2:48][OH:49])[CH2:34][N:35]([CH2:39][C:40]3[CH:41]=[CH:42][C:43]([O:46][CH3:47])=[CH:44][CH:45]=3)[C:36](=[O:38])[CH2:37]2)=[CH:30][CH:31]=1. (4) Given the reactants Br[C:2]1[CH:7]=[CH:6][CH:5]=[C:4]([F:8])[CH:3]=1.[C:9]1([NH:15][NH2:16])[CH:14]=[CH:13][CH:12]=[CH:11][CH:10]=1.CC(C)([O-])C.[Na+], predict the reaction product. The product is: [F:8][C:4]1[CH:3]=[C:2]([N:15]([C:9]2[CH:14]=[CH:13][CH:12]=[CH:11][CH:10]=2)[NH2:16])[CH:7]=[CH:6][CH:5]=1. (5) Given the reactants FC(F)(F)C(O)=O.[CH2:8]([O:15][C:16]([N:18]1[CH2:23][CH2:22][N:21]([CH2:24][C:25]2([C:38]([O:40]C(C)(C)C)=[O:39])[CH2:30][CH2:29][N:28]([C:31]([O:33][C:34]([CH3:37])([CH3:36])[CH3:35])=[O:32])[CH2:27][CH2:26]2)[C:20](=[O:45])[CH2:19]1)=[O:17])[C:9]1[CH:14]=[CH:13][CH:12]=[CH:11][CH:10]=1, predict the reaction product. The product is: [CH2:8]([O:15][C:16]([N:18]1[CH2:23][CH2:22][N:21]([CH2:24][C:25]2([C:38]([OH:40])=[O:39])[CH2:30][CH2:29][N:28]([C:31]([O:33][C:34]([CH3:36])([CH3:37])[CH3:35])=[O:32])[CH2:27][CH2:26]2)[C:20](=[O:45])[CH2:19]1)=[O:17])[C:9]1[CH:14]=[CH:13][CH:12]=[CH:11][CH:10]=1.